This data is from Catalyst prediction with 721,799 reactions and 888 catalyst types from USPTO. The task is: Predict which catalyst facilitates the given reaction. (1) Reactant: [CH2:1]([OH:9])[CH2:2][CH2:3][CH2:4][CH2:5][CH2:6][CH2:7][OH:8].[H-].[Na+].Br[CH2:13][CH2:14][CH2:15][CH2:16][CH2:17][CH2:18][CH3:19]. Product: [CH2:13]([O:8][CH2:7][CH2:6][CH2:5][CH2:4][CH2:3][CH2:2][CH2:1][OH:9])[CH2:14][CH2:15][CH2:16][CH2:17][CH2:18][CH3:19]. The catalyst class is: 3. (2) Reactant: [NH2:1][C:2]1[CH:10]=[CH:9][CH:8]=[C:7]([Br:11])[C:3]=1[C:4]([OH:6])=[O:5].N1C=CC=CC=1.[Cl:18][CH2:19][C:20](Cl)=[O:21]. Product: [Br:11][C:7]1[CH:8]=[CH:9][CH:10]=[C:2]([NH:1][C:20](=[O:21])[CH2:19][Cl:18])[C:3]=1[C:4]([OH:6])=[O:5]. The catalyst class is: 11. (3) Reactant: [Cl:1][C:2]1[CH:3]=[C:4]2[C:9](=[C:10]([Cl:12])[CH:11]=1)[CH2:8][N:7]([CH3:13])[CH2:6][CH:5]2[C:14]1[CH:15]=[C:16]([CH:18]=[CH:19][CH:20]=1)[NH2:17].C(N(C(C)C)C(C)C)C.[O:30]=[C:31]1[C:39]2[C:34](=[CH:35][CH:36]=[CH:37][CH:38]=2)[C:33](=[O:40])[N:32]1[CH2:41][CH2:42][O:43][CH2:44][CH2:45][O:46][CH2:47][CH2:48][O:49][CH2:50][CH2:51][C:52](Cl)=[O:53]. Product: [Cl:1][C:2]1[CH:3]=[C:4]2[C:9](=[C:10]([Cl:12])[CH:11]=1)[CH2:8][N:7]([CH3:13])[CH2:6][CH:5]2[C:14]1[CH:15]=[C:16]([NH:17][C:52](=[O:53])[CH2:51][CH2:50][O:49][CH2:48][CH2:47][O:46][CH2:45][CH2:44][O:43][CH2:42][CH2:41][N:32]2[C:31](=[O:30])[C:39]3[C:34](=[CH:35][CH:36]=[CH:37][CH:38]=3)[C:33]2=[O:40])[CH:18]=[CH:19][CH:20]=1. The catalyst class is: 2. (4) Reactant: [CH3:1][O:2][C:3]1([C:13]2[CH:18]=[CH:17][CH:16]=[CH:15][CH:14]=2)[CH2:8][CH2:7][CH2:6][CH2:5][CH:4]1[CH2:9][N:10]([CH3:12])[CH3:11].[ClH:19]. Product: [ClH:19].[CH3:1][O:2][C:3]1([C:13]2[CH:14]=[CH:15][CH:16]=[CH:17][CH:18]=2)[CH2:8][CH2:7][CH2:6][CH2:5][CH:4]1[CH2:9][N:10]([CH3:12])[CH3:11].[ClH:19]. The catalyst class is: 237. (5) Reactant: [CH2:1]=[CH:2][CH:3]=[CH:4][CH2:5][CH2:6][CH2:7]CCC.[CH2:11]([OH:16])/[CH:12]=[CH:13]\[CH2:14]O. Product: [CH2:11]([OH:16])[CH:12]=[CH:13][CH:14]=[CH:1][CH2:2][CH2:3][CH2:4][CH2:5][CH2:6][CH3:7]. The catalyst class is: 7. (6) Reactant: [N+:1]([C:4]1[CH:5]=[C:6]([C:10]2[N:11]=[C:12]([N:15]3[CH2:20][CH2:19][CH:18]([C:21]([O:23][CH2:24][CH3:25])=[O:22])[CH2:17][CH2:16]3)[S:13][CH:14]=2)[CH:7]=[CH:8][CH:9]=1)([O-])=O. Product: [NH2:1][C:4]1[CH:5]=[C:6]([C:10]2[N:11]=[C:12]([N:15]3[CH2:20][CH2:19][CH:18]([C:21]([O:23][CH2:24][CH3:25])=[O:22])[CH2:17][CH2:16]3)[S:13][CH:14]=2)[CH:7]=[CH:8][CH:9]=1. The catalyst class is: 45.